From a dataset of Full USPTO retrosynthesis dataset with 1.9M reactions from patents (1976-2016). Predict the reactants needed to synthesize the given product. (1) The reactants are: [F:1][C:2]1([F:25])[C:10]2[C:5](=[CH:6][C:7]([CH2:11][C:12](O)=[O:13])=[CH:8][CH:9]=2)[N:4]([CH2:15][C:16]2[CH:21]=[CH:20][C:19]([O:22][CH3:23])=[CH:18][CH:17]=2)[C:3]1=[O:24].CCN=C=NCCCN(C)C.C1C=CC2N(O)N=NC=2C=1.[CH3:47][NH:48][C@@H:49]([C:57]1[CH:62]=[CH:61][CH:60]=[CH:59][CH:58]=1)[CH2:50][N:51]1[CH2:55][CH2:54][C@H:53]([OH:56])[CH2:52]1. Given the product [F:1][C:2]1([F:25])[C:10]2[C:5](=[CH:6][C:7]([CH2:11][C:12]([N:48]([C@@H:49]([C:57]3[CH:62]=[CH:61][CH:60]=[CH:59][CH:58]=3)[CH2:50][N:51]3[CH2:55][CH2:54][C@H:53]([OH:56])[CH2:52]3)[CH3:47])=[O:13])=[CH:8][CH:9]=2)[N:4]([CH2:15][C:16]2[CH:17]=[CH:18][C:19]([O:22][CH3:23])=[CH:20][CH:21]=2)[C:3]1=[O:24], predict the reactants needed to synthesize it. (2) Given the product [F:1][C:2]1[CH:3]=[CH:4][C:5]([CH2:6][C:7]2[C:8](=[O:19])[O:9][C:10]3[C:15]([C:16]=2[CH3:17])=[CH:14][CH:13]=[C:12]([O:18][C:24](=[O:25])[N:23]([CH3:22])[C:27]2[CH:32]=[CH:31][CH:30]=[CH:29][CH:28]=2)[CH:11]=3)=[CH:20][CH:21]=1, predict the reactants needed to synthesize it. The reactants are: [F:1][C:2]1[CH:21]=[CH:20][C:5]([CH2:6][C:7]2[C:8](=[O:19])[O:9][C:10]3[C:15]([C:16]=2[CH3:17])=[CH:14][CH:13]=[C:12]([OH:18])[CH:11]=3)=[CH:4][CH:3]=1.[CH3:22][N:23]([C:27]1[CH:32]=[CH:31][CH:30]=[CH:29][CH:28]=1)[C:24](Cl)=[O:25]. (3) Given the product [CH3:1][O:2][C:3](=[O:9])[C:4]([CH3:8])([CH3:7])[CH2:5][N:23]1[CH2:24][CH2:25][O:26][CH:21]([C:18]2[CH:19]=[CH:20][C:15]([O:14][CH2:13][C:12]3[C:11]([Cl:10])=[CH:30][CH:29]=[CH:28][C:27]=3[Cl:31])=[CH:16][CH:17]=2)[CH2:22]1, predict the reactants needed to synthesize it. The reactants are: [CH3:1][O:2][C:3](=[O:9])[C:4]([CH3:8])([CH3:7])[CH:5]=O.[Cl:10][C:11]1[CH:30]=[CH:29][CH:28]=[C:27]([Cl:31])[C:12]=1[CH2:13][O:14][C:15]1[CH:20]=[CH:19][C:18]([CH:21]2[O:26][CH2:25][CH2:24][NH:23][CH2:22]2)=[CH:17][CH:16]=1.[BH-](OC(C)=O)(OC(C)=O)OC(C)=O.[Na+].C([O-])(O)=O.[Na+]. (4) Given the product [C:16]([C:20]1[N:21]([CH2:2][C:3]2[C:12]3[C:7](=[C:8]([F:14])[C:9]([F:13])=[CH:10][CH:11]=3)[NH:6][C:5](=[O:15])[CH:4]=2)[C:22]2[CH:28]=[CH:27][CH:26]=[CH:25][C:23]=2[N:24]=1)([CH3:19])([CH3:17])[CH3:18], predict the reactants needed to synthesize it. The reactants are: Br[CH2:2][C:3]1[C:12]2[C:7](=[C:8]([F:14])[C:9]([F:13])=[CH:10][CH:11]=2)[NH:6][C:5](=[O:15])[CH:4]=1.[C:16]([C:20]1[NH:24][C:23]2[CH:25]=[CH:26][CH:27]=[CH:28][C:22]=2[N:21]=1)([CH3:19])([CH3:18])[CH3:17]. (5) Given the product [CH:1]1([CH2:7][N:8]2[C:12]([O:13][CH2:22][C:23]3[N:27]([C:28]4[CH:29]=[CH:30][CH:31]=[CH:32][CH:33]=4)[N:26]=[C:25]([CH3:34])[CH:24]=3)=[CH:11][C:10]([CH3:14])=[N:9]2)[CH2:2][CH2:3][CH2:4][CH2:5][CH2:6]1, predict the reactants needed to synthesize it. The reactants are: [CH:1]1([CH2:7][N:8]2[C:12](=[O:13])[CH2:11][C:10]([CH3:14])=[N:9]2)[CH2:6][CH2:5][CH2:4][CH2:3][CH2:2]1.C(=O)([O-])[O-].[Cs+].[Cs+].Br[CH2:22][C:23]1[N:27]([C:28]2[CH:33]=[CH:32][CH:31]=[CH:30][CH:29]=2)[N:26]=[C:25]([CH3:34])[CH:24]=1. (6) Given the product [Cl:1][C:2]1[C:11]([NH:12][C:13]2[S:14]/[C:15](=[CH:39]\[C:29]3[CH:28]=[C:23]4[C:22](=[CH:21][CH:20]=3)[N:26]=[CH:25][CH:36]=[CH:35]4)/[C:16](=[O:18])[N:17]=2)=[CH:10][C:5]2[NH:6][C:7](=[O:9])[NH:8][C:4]=2[CH:3]=1, predict the reactants needed to synthesize it. The reactants are: [Cl:1][C:2]1[C:11]([NH:12][C:13]2[S:14][CH2:15][C:16](=[O:18])[N:17]=2)=[CH:10][C:5]2[NH:6][C:7](=[O:9])[NH:8][C:4]=2[CH:3]=1.N[C:20]1[C:29](Cl)=[CH:28][C:23]2N[C:25](=O)[NH:26][C:22]=2[CH:21]=1.CSC1S[CH2:35][C:36](=O)N=1.[CH2:39](O)C. (7) Given the product [CH:1]([N:4]([CH2:5][CH2:6][NH:7][S:24]([C:19]1[CH:20]=[CH:21][CH:22]=[CH:23][C:18]=1[N+:15]([O-:17])=[O:16])(=[O:26])=[O:25])[C:33](=[O:34])[O:32][C:28]([CH3:31])([CH3:30])[CH3:29])([CH3:3])[CH3:2], predict the reactants needed to synthesize it. The reactants are: [CH:1]([NH:4][CH2:5][CH2:6][NH2:7])([CH3:3])[CH3:2].C(N(CC)CC)C.[N+:15]([C:18]1[CH:23]=[CH:22][CH:21]=[CH:20][C:19]=1[S:24](Cl)(=[O:26])=[O:25])([O-:17])=[O:16].[C:28]([O:32][C:33](O[C:33]([O:32][C:28]([CH3:31])([CH3:30])[CH3:29])=[O:34])=[O:34])([CH3:31])([CH3:30])[CH3:29].